Dataset: Full USPTO retrosynthesis dataset with 1.9M reactions from patents (1976-2016). Task: Predict the reactants needed to synthesize the given product. (1) Given the product [CH2:19]([O:15][CH2:14][CH2:13][O:12][CH2:11][CH2:10][O:9][CH2:8][CH2:7][O:6][CH2:5][CH2:4][O:3][CH2:2][CH2:1][OH:16])[C:20]1[CH:25]=[CH:24][CH:23]=[CH:22][CH:21]=1, predict the reactants needed to synthesize it. The reactants are: [CH2:1]([OH:16])[CH2:2][O:3][CH2:4][CH2:5][O:6][CH2:7][CH2:8][O:9][CH2:10][CH2:11][O:12][CH2:13][CH2:14][OH:15].[OH-].[K+].[CH2:19](Cl)[C:20]1[CH:25]=[CH:24][CH:23]=[CH:22][CH:21]=1.O. (2) Given the product [CH2:2]([N:3]1[C:9]2[C:8](=[CH:13][C:12]([F:14])=[C:11]([N:15]3[CH2:20][CH2:19][N:18]([CH2:25][C:26]([C:28]4[CH:33]=[CH:32][C:31]([F:34])=[CH:30][CH:29]=4)=[O:27])[CH2:17][CH2:16]3)[CH:10]=2)[C:6](=[O:7])[C:5]([C:21]([OH:23])=[O:22])=[CH:4]1)[CH3:1], predict the reactants needed to synthesize it. The reactants are: [CH3:1][CH2:2][N:3]1[C:9]2[CH:10]=[C:11]([N:15]3[CH2:20][CH2:19][NH:18][CH2:17][CH2:16]3)[C:12]([F:14])=[CH:13][C:8]=2[C:6](=[O:7])[C:5]([C:21]([OH:23])=[O:22])=[CH:4]1.Br[CH2:25][C:26]([C:28]1[CH:33]=[CH:32][C:31]([F:34])=[CH:30][CH:29]=1)=[O:27]. (3) Given the product [Br:34][CH2:1][C:2]1[C:7]([Cl:8])=[CH:6][CH:5]=[CH:4][C:3]=1[N:9]1[C:13](=[O:14])[N:12]([CH3:15])[N:11]=[N:10]1, predict the reactants needed to synthesize it. The reactants are: [CH3:1][C:2]1[C:7]([Cl:8])=[CH:6][CH:5]=[CH:4][C:3]=1[N:9]1[C:13](=[O:14])[N:12]([CH3:15])[N:11]=[N:10]1.N(C1(C#N)CCCCC1)=NC1(C#N)CCCCC1.[Br:34]N1C(=O)CCC1=O.ClC1C=CC=CC=1. (4) Given the product [NH:17]1[C:18]2[C:23](=[CH:22][CH:21]=[CH:20][CH:19]=2)[CH:15]=[C:16]1[C:32]([OH:34])=[O:33], predict the reactants needed to synthesize it. The reactants are: C(O)=O.C1(COC2C=C([C:15]3[C:23]4[C:18](=[CH:19][CH:20]=[CH:21][CH:22]=4)[N:17](CC4C=CC(F)=CC=4)[C:16]=3[C:32]([O:34]C(C)(C)C)=[O:33])C=CC=2)CC1.